The task is: Predict the reaction yield, written as a fraction of the theoretical maximum amount of product (1.0 means a 100% yield; for example, 0.34 means a 34% yield).. This data is from Reaction yield outcomes from USPTO patents with 853,638 reactions. (1) The reactants are C([O:5][C:6](=[O:46])[CH2:7][CH2:8][CH2:9][CH2:10][CH2:11][CH2:12][CH2:13][CH2:14][CH2:15][CH2:16][CH2:17][CH2:18][CH2:19][CH2:20][CH2:21][CH2:22][C:23](=[O:45])[N:24]([CH2:37][C:38]([O:40]C(C)(C)C)=[O:39])[CH2:25][CH2:26][C:27]([O:29][N:30]1[C:34](=[O:35])[CH2:33][CH2:32][C:31]1=[O:36])=[O:28])(C)(C)C.C(O)(C(F)(F)F)=O. No catalyst specified. The product is [C:38]([CH2:37][N:24]([CH2:25][CH2:26][C:27]([O:29][N:30]1[C:34](=[O:35])[CH2:33][CH2:32][C:31]1=[O:36])=[O:28])[C:23]([CH2:22][CH2:21][CH2:20][CH2:19][CH2:18][CH2:17][CH2:16][CH2:15][CH2:14][CH2:13][CH2:12][CH2:11][CH2:10][CH2:9][CH2:8][CH2:7][C:6]([OH:46])=[O:5])=[O:45])([OH:40])=[O:39]. The yield is 1.00. (2) The product is [C:24]([O:27][C:28]([O:1][C:2]1[C:7]([C:8]([O:10][C:11]2[CH:16]=[CH:15][CH:14]=[CH:13][CH:12]=2)=[O:9])=[C:6]([CH3:17])[C:5]([O:18][C:19]([F:20])([F:21])[F:22])=[CH:4][CH:3]=1)=[O:29])([CH3:26])([CH3:25])[CH3:23]. The reactants are [OH:1][C:2]1[C:7]([C:8]([O:10][C:11]2[CH:16]=[CH:15][CH:14]=[CH:13][CH:12]=2)=[O:9])=[C:6]([CH3:17])[C:5]([O:18][C:19]([F:22])([F:21])[F:20])=[CH:4][CH:3]=1.[CH3:23][C:24]([O:27][C:28](O[C:28]([O:27][C:24]([CH3:26])([CH3:25])[CH3:23])=[O:29])=[O:29])([CH3:26])[CH3:25].CCN(C(C)C)C(C)C. The yield is 0.0200. The catalyst is C(Cl)Cl.CN(C1C=CN=CC=1)C.